Dataset: Full USPTO retrosynthesis dataset with 1.9M reactions from patents (1976-2016). Task: Predict the reactants needed to synthesize the given product. (1) The reactants are: [Cl:1][C:2]1[CH:7]=[CH:6][C:5]([N:8]([CH2:13][C:14](=[CH2:20])[CH2:15][CH2:16][N:17]=[N+]=[N-])[S:9]([CH3:12])(=[O:11])=[O:10])=[C:4](I)[CH:3]=1.C[Si]([SiH]([Si](C)(C)C)[Si](C)(C)C)(C)C.N(C1(C#N)CCCCC1)=NC1(C#N)CCCCC1. Given the product [CH3:12][S:9]([N:8]1[C:5]2[C:4](=[CH:3][C:2]([Cl:1])=[CH:7][CH:6]=2)[C:14]2([CH2:15][CH2:16][NH:17][CH2:20]2)[CH2:13]1)(=[O:11])=[O:10], predict the reactants needed to synthesize it. (2) Given the product [CH3:1][O:2][N:3]=[C:4]1[CH2:8][NH:7][C@H:6]([C:16]([O:18][CH3:19])=[O:17])[CH2:5]1, predict the reactants needed to synthesize it. The reactants are: [CH3:1][O:2][N:3]=[C:4]1[CH2:8][N:7](C(OC(C)(C)C)=O)[C@H:6]([C:16]([O:18][CH3:19])=[O:17])[CH2:5]1.